This data is from Forward reaction prediction with 1.9M reactions from USPTO patents (1976-2016). The task is: Predict the product of the given reaction. (1) The product is: [CH2:24]([N:2]1[CH2:7][CH2:6][CH2:5][CH:4]([C:8]2[CH:9]=[CH:10][C:11]([O:12][C:13]3[CH:21]=[CH:20][C:16]([C:17]([NH2:19])=[O:18])=[CH:15][N:14]=3)=[CH:22][CH:23]=2)[CH2:3]1)[C:25]1[CH:30]=[CH:29][CH:28]=[CH:27][CH:26]=1. Given the reactants Cl.[NH:2]1[CH2:7][CH2:6][CH2:5][CH:4]([C:8]2[CH:23]=[CH:22][C:11]([O:12][C:13]3[CH:21]=[CH:20][C:16]([C:17]([NH2:19])=[O:18])=[CH:15][N:14]=3)=[CH:10][CH:9]=2)[CH2:3]1.[CH:24](=O)[C:25]1[CH:30]=[CH:29][CH:28]=[CH:27][CH:26]=1.C(O[BH-](OC(=O)C)OC(=O)C)(=O)C.[Na+].[BH4-].[Na+], predict the reaction product. (2) Given the reactants [N+:1]([C:4]1[CH:5]=[CH:6][C:7]([O:13][C:14]([F:17])([F:16])[F:15])=[C:8]([CH:12]=1)[C:9]([OH:11])=[O:10])([O-])=O.[H][H], predict the reaction product. The product is: [NH2:1][C:4]1[CH:5]=[CH:6][C:7]([O:13][C:14]([F:15])([F:16])[F:17])=[C:8]([CH:12]=1)[C:9]([OH:11])=[O:10]. (3) Given the reactants [Cl:1][C:2]1[CH:10]=[C:9]2[C:5]([C:6]([CH:11]=[O:12])=[CH:7][NH:8]2)=[CH:4][C:3]=1[C:13]1[CH:18]=[CH:17][C:16]([CH:19]2[CH2:23][CH2:22][N:21]([C:24]([O:26][CH3:27])=[O:25])[CH2:20]2)=[CH:15][CH:14]=1.Cl([O-])=[O:29].[Na+].O.O.OP([O-])(O)=O.[Na+], predict the reaction product. The product is: [Cl:1][C:2]1[CH:10]=[C:9]2[C:5]([C:6]([C:11]([OH:29])=[O:12])=[CH:7][NH:8]2)=[CH:4][C:3]=1[C:13]1[CH:18]=[CH:17][C:16]([CH:19]2[CH2:23][CH2:22][N:21]([C:24]([O:26][CH3:27])=[O:25])[CH2:20]2)=[CH:15][CH:14]=1. (4) Given the reactants [O:1]1[CH:5]=[CH:4][CH:3]=[N:2]1.[O-:6][CH2:7][CH3:8].[Na+].C(O[NH2:17])(=O)CC([O-])=O.[CH2:18](O)[CH3:19], predict the reaction product. The product is: [CH2:7]([O:6][C:5]([C:4]1[NH:17][CH:18]=[CH:19][C:3]=1[NH2:2])=[O:1])[CH3:8]. (5) Given the reactants [N:1]1[CH:6]=[CH:5][CH:4]=[C:3]([CH2:7][CH2:8][C:9]([N:11]2[CH2:16][CH2:15][N:14]([C:17]([O:19][C:20]([CH3:23])([CH3:22])[CH3:21])=[O:18])[CH2:13][CH2:12]2)=O)[CH:2]=1.B.O1CCCC1.CO, predict the reaction product. The product is: [N:1]1[CH:6]=[CH:5][CH:4]=[C:3]([CH2:7][CH2:8][CH2:9][N:11]2[CH2:12][CH2:13][N:14]([C:17]([O:19][C:20]([CH3:23])([CH3:22])[CH3:21])=[O:18])[CH2:15][CH2:16]2)[CH:2]=1. (6) Given the reactants [I-].C[S+](C)C.[CH3:6]C(C)([O-])C.[K+].[C:12]([O:16][C:17]([CH:19]=[C:20]1[CH2:25][CH2:24][CH:23]([C:26]2[CH:36]=[CH:35][C:29]([C:30]([O:32][CH2:33][CH3:34])=[O:31])=[CH:28][CH:27]=2)[CH2:22][CH2:21]1)=[O:18])([CH3:15])([CH3:14])[CH3:13].C(OCC)(=O)C, predict the reaction product. The product is: [CH2:33]([O:32][C:30]([C:29]1[CH:28]=[CH:27][C:26]([CH:23]2[CH2:24][CH2:25][C:20]3([CH:19]([C:17]([O:16][C:12]([CH3:13])([CH3:14])[CH3:15])=[O:18])[CH2:6]3)[CH2:21][CH2:22]2)=[CH:36][CH:35]=1)=[O:31])[CH3:34].